This data is from CYP3A4 inhibition data for predicting drug metabolism from PubChem BioAssay. The task is: Regression/Classification. Given a drug SMILES string, predict its absorption, distribution, metabolism, or excretion properties. Task type varies by dataset: regression for continuous measurements (e.g., permeability, clearance, half-life) or binary classification for categorical outcomes (e.g., BBB penetration, CYP inhibition). Dataset: cyp3a4_veith. (1) The compound is CCN(CC)CC#CCC(C)(c1ccccc1)c1ccccc1.Cl. The result is 0 (non-inhibitor). (2) The drug is COCCNc1ncnc2ccc(-c3ccccc3OC)cc12. The result is 1 (inhibitor). (3) The molecule is Cc1ccc(S(=O)(=O)/N=C(\c2ccc(F)cc2)n2c(C)nc3ccccc32)cc1. The result is 0 (non-inhibitor). (4) The compound is NCCCc1ccc2oc3ccccc3c2c1. The result is 0 (non-inhibitor). (5) The compound is COc1cccc(-c2ccc3ncnc(NCc4cccnc4)c3c2)c1. The result is 1 (inhibitor). (6) The compound is COc1ccccc1CNc1ncncc1-c1ccc2c(c1)OCO2. The result is 1 (inhibitor). (7) The drug is CC(=O)Nc1ccc(S(=O)(=O)NC2(C(F)(F)F)NC(=O)N(c3ccc(Cl)cc3)C2=O)cc1. The result is 0 (non-inhibitor).